Task: Predict the reaction yield, written as a fraction of the theoretical maximum amount of product (1.0 means a 100% yield; for example, 0.34 means a 34% yield).. Dataset: Reaction yield outcomes from USPTO patents with 853,638 reactions (1) The reactants are [NH2:1][C:2]1[N:7]=[CH:6][C:5]([C:8]([C:10]2[CH:15]=[CH:14][C:13]([F:16])=[CH:12][CH:11]=2)=O)=[CH:4][CH:3]=1.S(=O)(=O)(O)O.[SiH](CC)(CC)CC.[OH-].[Na+]. The catalyst is FC(F)(F)C(O)=O.O. The product is [F:16][C:13]1[CH:14]=[CH:15][C:10]([CH2:8][C:5]2[CH:4]=[CH:3][C:2]([NH2:1])=[N:7][CH:6]=2)=[CH:11][CH:12]=1. The yield is 0.430. (2) The reactants are [Cl:1][C:2]1[CH:3]=[C:4]([CH:7]=[CH:8][C:9]=1[NH2:10])[CH2:5][NH2:6].[I:11]Cl. The catalyst is CO. The product is [Cl:1][C:2]1[CH:3]=[C:4]([CH:7]=[C:8]([I:11])[C:9]=1[NH2:10])[CH2:5][NH2:6]. The yield is 0.420. (3) The catalyst is CN(C=O)C. The yield is 0.806. The reactants are [NH2:1][C:2]1[N:7]=[CH:6][C:5]([C:8]2[CH:16]=[CH:15][C:11]([C:12](O)=[O:13])=[C:10]([O:17][CH3:18])[CH:9]=2)=[CH:4][C:3]=1[C:19]1[N:20]=[N:21][N:22]([CH:24]([CH3:26])[CH3:25])[CH:23]=1.CN(C(ON1N=NC2C=CC=NC1=2)=[N+](C)C)C.F[P-](F)(F)(F)(F)F.[NH:51]1[CH2:56][CH2:55][O:54][CH2:53][CH2:52]1.CCN(C(C)C)C(C)C. The product is [NH2:1][C:2]1[N:7]=[CH:6][C:5]([C:8]2[CH:16]=[CH:15][C:11]([C:12]([N:51]3[CH2:56][CH2:55][O:54][CH2:53][CH2:52]3)=[O:13])=[C:10]([O:17][CH3:18])[CH:9]=2)=[CH:4][C:3]=1[C:19]1[N:20]=[N:21][N:22]([CH:24]([CH3:25])[CH3:26])[CH:23]=1. (4) The reactants are [CH2:1]([N:3]1[C:8]2[N:9]=[C:10]([S:14][CH3:15])[N:11]=[C:12]([CH3:13])[C:7]=2[CH:6]=[CH:5][C:4]1=[O:16])[CH3:2].[Br:17]Br. The catalyst is C(Cl)Cl. The product is [Br:17][C:5]1[C:4](=[O:16])[N:3]([CH2:1][CH3:2])[C:8]2[N:9]=[C:10]([S:14][CH3:15])[N:11]=[C:12]([CH3:13])[C:7]=2[CH:6]=1. The yield is 0.830. (5) The reactants are [C:1]([O:5][C:6]([NH:8][C@@H:9]([CH2:13][C:14]1[CH:23]=[CH:22][C:21]2[C:16](=[CH:17][CH:18]=[CH:19][CH:20]=2)[CH:15]=1)[C:10]([OH:12])=O)=[O:7])([CH3:4])([CH3:3])[CH3:2].[CH2:24]1[C:32]2[C:27](=[CH:28][CH:29]=[CH:30][CH:31]=2)[CH2:26][NH:25]1.C1C=CC2N(O)N=NC=2C=1.C(Cl)CCl.CN1CCOCC1. No catalyst specified. The product is [C:1]([O:5][C:6](=[O:7])[NH:8][CH:9]([CH2:13][C:14]1[CH:23]=[CH:22][C:21]2[C:16](=[CH:17][CH:18]=[CH:19][CH:20]=2)[CH:15]=1)[C:10]([N:25]1[CH2:26][C:27]2[C:32](=[CH:31][CH:30]=[CH:29][CH:28]=2)[CH2:24]1)=[O:12])([CH3:3])([CH3:4])[CH3:2]. The yield is 0.910. (6) The reactants are [Br:1][C:2]1[CH:10]=[CH:9][C:5]([C:6](O)=[O:7])=[C:4]([Cl:11])[CH:3]=1.ClC(OC(=O)C(C)C)=O.CN1CCOCC1.[BH4-].[Na+]. The catalyst is O1CCCC1.O. The product is [Br:1][C:2]1[CH:10]=[CH:9][C:5]([CH2:6][OH:7])=[C:4]([Cl:11])[CH:3]=1. The yield is 0.990. (7) The reactants are I[C:2]1[C:10]2[C:5](=[CH:6][C:7]([C:11]3[CH:16]=[CH:15][C:14]([O:17][CH2:18][O:19][CH3:20])=[C:13]([O:21][CH3:22])[CH:12]=3)=[CH:8][CH:9]=2)[NH:4][N:3]=1.[Li]C1C=CC=CC=1.[Li]C(CC)C.CN([CH:38]=[O:39])C. The catalyst is C1COCC1. The product is [CH3:22][O:21][C:13]1[CH:12]=[C:11]([C:7]2[CH:6]=[C:5]3[C:10]([C:2]([CH:38]=[O:39])=[N:3][NH:4]3)=[CH:9][CH:8]=2)[CH:16]=[CH:15][C:14]=1[O:17][CH2:18][O:19][CH3:20]. The yield is 0.710.